From a dataset of Full USPTO retrosynthesis dataset with 1.9M reactions from patents (1976-2016). Predict the reactants needed to synthesize the given product. Given the product [OH:45][C:42]1[CH:43]=[CH:44][C:39]([NH:38][C:21](=[O:23])[C:20]2[CH:19]=[CH:18][C:17]([C:16]#[C:15][Se:14][C:6]3[CH:5]=[CH:4][C:3]4[C:2]([CH3:1])([CH3:26])[CH2:11][CH2:10][C:9]([CH3:12])([CH3:13])[C:8]=4[CH:7]=3)=[CH:25][CH:24]=2)=[CH:40][CH:41]=1, predict the reactants needed to synthesize it. The reactants are: [CH3:1][C:2]1([CH3:26])[CH2:11][CH2:10][C:9]([CH3:13])([CH3:12])[C:8]2[CH:7]=[C:6]([Se:14][C:15]#[C:16][C:17]3[CH:25]=[CH:24][C:20]([C:21]([OH:23])=O)=[CH:19][CH:18]=3)[CH:5]=[CH:4][C:3]1=2.CN(C)CCCN=C=NCC.[NH2:38][C:39]1[CH:44]=[CH:43][C:42]([OH:45])=[CH:41][CH:40]=1.O.